Task: Predict the reaction yield, written as a fraction of the theoretical maximum amount of product (1.0 means a 100% yield; for example, 0.34 means a 34% yield).. Dataset: Reaction yield outcomes from USPTO patents with 853,638 reactions (1) The reactants are [CH3:1][NH:2][S:3](Cl)(=[O:5])=[O:4].[NH2:7][C:8]1[C:9]([C:18]([C:20]2[CH:25]=[CH:24][C:23]([O:26][CH3:27])=[CH:22][C:21]=2[O:28][CH3:29])=O)=[CH:10][CH:11]=[C:12]2[C:17]=1[N:16]=[CH:15][CH:14]=[CH:13]2.[BH4-].[Na+]. The catalyst is N1C=CC=CC=1. The product is [CH3:29][O:28][C:21]1[CH:22]=[C:23]([O:26][CH3:27])[CH:24]=[CH:25][C:20]=1[CH:18]1[C:9]2[CH:10]=[CH:11][C:12]3[C:17](=[N:16][CH:15]=[CH:14][CH:13]=3)[C:8]=2[NH:7][S:3](=[O:5])(=[O:4])[N:2]1[CH3:1]. The yield is 0.160. (2) The reactants are O.[OH-].[Li+].[C:4]([C:6]1[CH:11]=[CH:10][C:9]([C:12]2[N:16]([C:17]3[CH:18]=[N:19][CH:20]=[CH:21][CH:22]=3)[N:15]=[C:14]([C:23]([O:25]CC)=[O:24])[CH:13]=2)=[CH:8][CH:7]=1)#[N:5].Cl. The catalyst is O.O1CCCC1. The product is [C:4]([C:6]1[CH:7]=[CH:8][C:9]([C:12]2[N:16]([C:17]3[CH:18]=[N:19][CH:20]=[CH:21][CH:22]=3)[N:15]=[C:14]([C:23]([OH:25])=[O:24])[CH:13]=2)=[CH:10][CH:11]=1)#[N:5]. The yield is 0.930. (3) The reactants are [C:1]([C:5]1[CH:23]=[CH:22][C:8]([C:9]([NH:11][C:12]2[N:13]=[C:14]3[CH:19]=[CH:18][C:17](Cl)=[N:16][N:15]3[CH:21]=2)=[O:10])=[CH:7][CH:6]=1)([CH3:4])([CH3:3])[CH3:2].[C:24]([C:28]1[N:29]=[CH:30][NH:31][CH:32]=1)([CH3:27])([CH3:26])[CH3:25].C(=O)([O-])[O-].[K+].[K+].CN(C)C=O. The catalyst is O. The product is [C:1]([C:5]1[CH:23]=[CH:22][C:8]([C:9]([NH:11][C:12]2[N:13]=[C:14]3[CH:19]=[CH:18][C:17]([N:31]4[CH:32]=[C:28]([C:24]([CH3:27])([CH3:26])[CH3:25])[N:29]=[CH:30]4)=[N:16][N:15]3[CH:21]=2)=[O:10])=[CH:7][CH:6]=1)([CH3:4])([CH3:3])[CH3:2]. The yield is 0.340. (4) The reactants are [Cl:1][C:2]1[S:6][C:5]([S:7]([N:10]([C:19]2[C:27]3[C:22](=[CH:23][CH:24]=[CH:25][C:26]=3[O:28][CH3:29])[NH:21][N:20]=2)COCC[Si](C)(C)C)(=[O:9])=[O:8])=[CH:4][CH:3]=1.C(=O)([O-])[O-].[K+].[K+].Cl[CH2:37][C:38]1[CH:39]=[C:40]([CH:44]=[CH:45][CH:46]=1)[C:41]([NH2:43])=[O:42].N1C2C(=CC=CC=2)C=N1.CCCC[N+](CCCC)(CCCC)CCCC.[F-].C1COCC1. The catalyst is C(Cl)Cl.O.CN(C=O)C. The product is [Cl:1][C:2]1[S:6][C:5]([S:7]([NH:10][C:19]2[C:27]3[C:22](=[CH:23][CH:24]=[CH:25][C:26]=3[O:28][CH3:29])[N:21]([CH2:37][C:38]3[CH:39]=[C:40]([CH:44]=[CH:45][CH:46]=3)[C:41]([NH2:43])=[O:42])[N:20]=2)(=[O:9])=[O:8])=[CH:4][CH:3]=1. The yield is 0.500. (5) The reactants are C(OC(=O)[NH:7][C@H:8]1[CH2:13][CH2:12][C@H:11]([N:14]2[C:18]3=[N:19][CH:20]=[CH:21][N:22]=[C:17]3[N:16]([CH:23]3[CH2:25][CH2:24]3)[C:15]2=[O:26])[CH2:10][CH2:9]1)(C)(C)C.Cl.O1CCOCC1. No catalyst specified. The product is [NH2:7][C@H:8]1[CH2:13][CH2:12][C@H:11]([N:14]2[C:18]3=[N:19][CH:20]=[CH:21][N:22]=[C:17]3[N:16]([CH:23]3[CH2:25][CH2:24]3)[C:15]2=[O:26])[CH2:10][CH2:9]1. The yield is 0.347. (6) The reactants are [O:1]1[C:5]2[CH:6]=[CH:7][C:8]([OH:10])=[CH:9][C:4]=2[O:3][CH2:2]1.C([Mg]Cl)(C)C.[Cl:16][C:17]1[CH:25]=[CH:24][CH:23]=[C:22]2[C:18]=1[C:19](=[O:27])[C:20](=[O:26])[NH:21]2. The catalyst is O1CCCC1. The yield is 0.950. The product is [Cl:16][C:17]1[CH:25]=[CH:24][CH:23]=[C:22]2[C:18]=1[C:19]([OH:27])([C:7]1[C:8]([OH:10])=[CH:9][C:4]3[O:3][CH2:2][O:1][C:5]=3[CH:6]=1)[C:20](=[O:26])[NH:21]2. (7) The reactants are [NH2:1][C:2]1[N:6]([CH3:7])[C:5]([SH:8])=[N:4][C:3]=1[C:9]([NH2:11])=[O:10].Br[C:13]1[C:21]([O:22][CH2:23][CH3:24])=[CH:20][C:16]2[O:17][CH2:18][O:19][C:15]=2[CH:14]=1. The catalyst is CCOCC. The product is [NH2:1][C:2]1[N:6]([CH3:7])[C:5]([S:8][C:13]2[C:21]([O:22][CH2:23][CH3:24])=[CH:20][C:16]3[O:17][CH2:18][O:19][C:15]=3[CH:14]=2)=[N:4][C:3]=1[C:9]([NH2:11])=[O:10]. The yield is 0.0900. (8) The reactants are [NH2:1][C:2]1[C:7]([C:8]([C:10]2[CH:11]=[N:12][C:13](F)=[CH:14][CH:15]=2)=[O:9])=[CH:6][C:5](Br)=[CH:4][N:3]=1.[CH2:18]([NH2:22])[CH:19]([CH3:21])[CH3:20].[CH3:23][O:24][C:25]1[CH:26]=[C:27](B(O)O)[CH:28]=[CH:29][C:30]=1[O:31][CH3:32].C(=O)([O-])[O-].[Na+].[Na+]. The catalyst is C(O)C.[Pd+2].O.C(#N)C.C(N(CC)CC)C. The product is [NH2:1][C:2]1[C:7]([C:8]([C:10]2[CH:11]=[N:12][C:13]([NH:22][CH2:18][CH:19]([CH3:21])[CH3:20])=[CH:14][CH:15]=2)=[O:9])=[CH:6][C:5]([C:28]2[CH:27]=[CH:26][C:25]([O:24][CH3:23])=[C:30]([O:31][CH3:32])[CH:29]=2)=[CH:4][N:3]=1. The yield is 0.710.